From a dataset of NCI-60 drug combinations with 297,098 pairs across 59 cell lines. Regression. Given two drug SMILES strings and cell line genomic features, predict the synergy score measuring deviation from expected non-interaction effect. (1) Drug 1: COC1=C(C=C2C(=C1)N=CN=C2NC3=CC(=C(C=C3)F)Cl)OCCCN4CCOCC4. Drug 2: COC1=CC(=CC(=C1O)OC)C2C3C(COC3=O)C(C4=CC5=C(C=C24)OCO5)OC6C(C(C7C(O6)COC(O7)C8=CC=CS8)O)O. Cell line: RPMI-8226. Synergy scores: CSS=48.8, Synergy_ZIP=-1.20, Synergy_Bliss=-3.00, Synergy_Loewe=-13.6, Synergy_HSA=0.972. (2) Drug 1: CN(C)N=NC1=C(NC=N1)C(=O)N. Drug 2: CCN(CC)CCCC(C)NC1=C2C=C(C=CC2=NC3=C1C=CC(=C3)Cl)OC. Cell line: HOP-62. Synergy scores: CSS=8.35, Synergy_ZIP=-6.92, Synergy_Bliss=-2.21, Synergy_Loewe=-23.6, Synergy_HSA=-5.12. (3) Drug 1: CC12CCC(CC1=CCC3C2CCC4(C3CC=C4C5=CN=CC=C5)C)O. Drug 2: CN(C)C1=NC(=NC(=N1)N(C)C)N(C)C. Cell line: BT-549. Synergy scores: CSS=-6.74, Synergy_ZIP=2.00, Synergy_Bliss=1.46, Synergy_Loewe=-5.71, Synergy_HSA=-4.20. (4) Drug 1: C1=NC2=C(N=C(N=C2N1C3C(C(C(O3)CO)O)O)F)N. Drug 2: CC12CCC3C(C1CCC2O)C(CC4=C3C=CC(=C4)O)CCCCCCCCCS(=O)CCCC(C(F)(F)F)(F)F. Cell line: PC-3. Synergy scores: CSS=13.8, Synergy_ZIP=-4.49, Synergy_Bliss=-0.809, Synergy_Loewe=0.642, Synergy_HSA=0.356. (5) Drug 1: C1=NC2=C(N=C(N=C2N1C3C(C(C(O3)CO)O)O)F)N. Drug 2: C1CC(C1)(C(=O)O)C(=O)O.[NH2-].[NH2-].[Pt+2]. Cell line: OVCAR-8. Synergy scores: CSS=31.4, Synergy_ZIP=-0.459, Synergy_Bliss=1.33, Synergy_Loewe=-25.4, Synergy_HSA=2.44.